Dataset: Full USPTO retrosynthesis dataset with 1.9M reactions from patents (1976-2016). Task: Predict the reactants needed to synthesize the given product. (1) Given the product [CH2:1]([O:3][C:4]([N:6]1[C:15]2[C:10](=[N:11][C:12]([O:16][CH3:17])=[CH:13][CH:14]=2)[C@@H:9]([NH:18][C:19]2[N:24]=[C:23]([CH2:25][C:26]3[CH:27]=[C:28]([C:36]([F:39])([F:38])[F:37])[CH:29]=[C:30]([C:32]([F:33])([F:35])[F:34])[CH:31]=3)[C:22]([O:40][CH2:41][C:42]([N:47]3[CH2:52][CH2:51][O:50][CH2:49][CH2:48]3)=[O:43])=[CH:21][N:20]=2)[CH2:8][C@H:7]1[CH2:45][CH3:46])=[O:5])[CH3:2], predict the reactants needed to synthesize it. The reactants are: [CH2:1]([O:3][C:4]([N:6]1[C:15]2[C:10](=[N:11][C:12]([O:16][CH3:17])=[CH:13][CH:14]=2)[C@@H:9]([NH:18][C:19]2[N:24]=[C:23]([CH2:25][C:26]3[CH:31]=[C:30]([C:32]([F:35])([F:34])[F:33])[CH:29]=[C:28]([C:36]([F:39])([F:38])[F:37])[CH:27]=3)[C:22]([O:40][CH2:41][C:42](O)=[O:43])=[CH:21][N:20]=2)[CH2:8][C@H:7]1[CH2:45][CH3:46])=[O:5])[CH3:2].[NH:47]1[CH2:52][CH2:51][O:50][CH2:49][CH2:48]1.Cl.CN(C)CCCN=C=NCC.O.ON1C2C=CC=CC=2N=N1. (2) Given the product [OH:24][CH2:23][C:18]12[CH2:22][C:14]([C:7]3[NH:6][C:5]4[C:4](=[O:26])[N:3]([CH2:27][CH2:28][CH3:29])[C:2](=[O:1])[N:10]([CH2:11][CH2:12][CH3:13])[C:9]=4[N:8]=3)([CH2:15][CH2:16][CH2:17]1)[CH2:21][CH2:20][CH2:19]2, predict the reactants needed to synthesize it. The reactants are: [O:1]=[C:2]1[N:10]([CH2:11][CH2:12][CH3:13])[C:9]2[N:8]=[C:7]([C:14]34[CH2:22][C:18]([C:23](O)=[O:24])([CH2:19][CH2:20][CH2:21]3)[CH2:17][CH2:16][CH2:15]4)[NH:6][C:5]=2[C:4](=[O:26])[N:3]1[CH2:27][CH2:28][CH3:29].B.C1COCC1.